From a dataset of NCI-60 drug combinations with 297,098 pairs across 59 cell lines. Regression. Given two drug SMILES strings and cell line genomic features, predict the synergy score measuring deviation from expected non-interaction effect. (1) Cell line: HT29. Synergy scores: CSS=41.1, Synergy_ZIP=-5.08, Synergy_Bliss=-6.83, Synergy_Loewe=-4.38, Synergy_HSA=-1.19. Drug 1: CC1=C(C(=O)C2=C(C1=O)N3CC4C(C3(C2COC(=O)N)OC)N4)N. Drug 2: COCCOC1=C(C=C2C(=C1)C(=NC=N2)NC3=CC=CC(=C3)C#C)OCCOC. (2) Synergy scores: CSS=48.6, Synergy_ZIP=-1.19, Synergy_Bliss=-1.41, Synergy_Loewe=-8.93, Synergy_HSA=-0.725. Drug 1: CC1=C2C(C(=O)C3(C(CC4C(C3C(C(C2(C)C)(CC1OC(=O)C(C(C5=CC=CC=C5)NC(=O)C6=CC=CC=C6)O)O)OC(=O)C7=CC=CC=C7)(CO4)OC(=O)C)O)C)OC(=O)C. Drug 2: C1=CC=C(C=C1)NC(=O)CCCCCCC(=O)NO. Cell line: DU-145. (3) Cell line: CCRF-CEM. Drug 1: CC1=C(C=C(C=C1)NC2=NC=CC(=N2)N(C)C3=CC4=NN(C(=C4C=C3)C)C)S(=O)(=O)N.Cl. Synergy scores: CSS=14.8, Synergy_ZIP=4.30, Synergy_Bliss=7.78, Synergy_Loewe=5.38, Synergy_HSA=5.67. Drug 2: C1CCC(C1)C(CC#N)N2C=C(C=N2)C3=C4C=CNC4=NC=N3. (4) Drug 1: CN1CCC(CC1)COC2=C(C=C3C(=C2)N=CN=C3NC4=C(C=C(C=C4)Br)F)OC. Drug 2: C(CN)CNCCSP(=O)(O)O. Cell line: SF-295. Synergy scores: CSS=2.63, Synergy_ZIP=-0.463, Synergy_Bliss=-1.31, Synergy_Loewe=-2.52, Synergy_HSA=-1.28. (5) Drug 1: C1=CC(=CC=C1C#N)C(C2=CC=C(C=C2)C#N)N3C=NC=N3. Drug 2: CS(=O)(=O)OCCCCOS(=O)(=O)C. Cell line: CCRF-CEM. Synergy scores: CSS=32.4, Synergy_ZIP=-6.20, Synergy_Bliss=-5.48, Synergy_Loewe=6.39, Synergy_HSA=1.57. (6) Drug 1: CC(C1=C(C=CC(=C1Cl)F)Cl)OC2=C(N=CC(=C2)C3=CN(N=C3)C4CCNCC4)N. Drug 2: CC(C)CN1C=NC2=C1C3=CC=CC=C3N=C2N. Cell line: T-47D. Synergy scores: CSS=-3.83, Synergy_ZIP=1.25, Synergy_Bliss=-1.25, Synergy_Loewe=-0.837, Synergy_HSA=-3.53. (7) Drug 1: C1CC(=O)NC(=O)C1N2CC3=C(C2=O)C=CC=C3N. Drug 2: C1=CC=C(C=C1)NC(=O)CCCCCCC(=O)NO. Cell line: SK-MEL-2. Synergy scores: CSS=2.97, Synergy_ZIP=-10.9, Synergy_Bliss=-12.3, Synergy_Loewe=-46.5, Synergy_HSA=-11.0.